Dataset: Forward reaction prediction with 1.9M reactions from USPTO patents (1976-2016). Task: Predict the product of the given reaction. (1) Given the reactants [CH3:1][O:2][C:3]1[CH:4]=[CH:5][C:6]2[C:12](=[O:13])[N:11]3[CH2:14][C@H:15]([C:18](O)=[O:19])[CH2:16][CH2:17][C@@H:10]3[CH2:9][CH2:8][C:7]=2[N:21]=1.S(Cl)(Cl)=O.[Cl:26][C:27]1[CH:28]=[C:29]([C:32](=[N:34]O)[NH2:33])[NH:30][CH:31]=1.CCCC[N+](CCCC)(CCCC)CCCC.[F-], predict the reaction product. The product is: [Cl:26][C:27]1[CH:28]=[C:29]([C:32]2[N:34]=[C:18]([C@@H:15]3[CH2:14][N:11]4[C:12](=[O:13])[C:6]5[CH:5]=[CH:4][C:3]([O:2][CH3:1])=[N:21][C:7]=5[CH2:8][CH2:9][C@@H:10]4[CH2:17][CH2:16]3)[O:19][N:33]=2)[NH:30][CH:31]=1. (2) Given the reactants [O:1]1[CH2:6][CH2:5][CH:4]([CH2:7][NH2:8])[CH2:3][CH2:2]1.[C:9]12([N:19]=[C:20]=[O:21])[CH2:18][CH:13]3[CH2:14][CH:15]([CH2:17][CH:11]([CH2:12]3)[CH2:10]1)[CH2:16]2, predict the reaction product. The product is: [C:9]12([NH:19][C:20]([NH:8][CH2:7][CH:4]3[CH2:5][CH2:6][O:1][CH2:2][CH2:3]3)=[O:21])[CH2:18][CH:13]3[CH2:14][CH:15]([CH2:17][CH:11]([CH2:12]3)[CH2:10]1)[CH2:16]2. (3) Given the reactants [H-].[Na+].[C:3]1([OH:9])[CH:8]=[CH:7][CH:6]=[CH:5][CH:4]=1.Cl[C:11]1[CH:20]=[CH:19][C:18]2[C:13](=[C:14]([C:21]3[NH:29][C:28]4[CH2:27][CH2:26][NH:25][C:24](=[O:30])[C:23]=4[CH:22]=3)[CH:15]=[CH:16][CH:17]=2)[N:12]=1, predict the reaction product. The product is: [O:9]([C:11]1[CH:20]=[CH:19][C:18]2[C:13](=[C:14]([C:21]3[NH:29][C:28]4[CH2:27][CH2:26][NH:25][C:24](=[O:30])[C:23]=4[CH:22]=3)[CH:15]=[CH:16][CH:17]=2)[N:12]=1)[C:3]1[CH:8]=[CH:7][CH:6]=[CH:5][CH:4]=1. (4) The product is: [NH2:33][C:30]1[S:31][CH:32]=[C:28]([CH2:27][CH2:26][O:25][C:24]2[CH:23]=[CH:22][C:21]([NH:20][C:18]([C:5]3[C:6]([C:8]4[CH:9]=[CH:10][C:11]([C:14]([F:17])([F:15])[F:16])=[CH:12][CH:13]=4)=[CH:7][C:2]([CH3:1])=[CH:3][CH:4]=3)=[O:19])=[CH:42][CH:41]=2)[N:29]=1. Given the reactants [CH3:1][C:2]1[CH:3]=[CH:4][C:5]([C:18]([NH:20][C:21]2[CH:42]=[CH:41][C:24]([O:25][CH2:26][CH2:27][C:28]3[N:29]=[C:30]([NH:33]C(=O)OC(C)(C)C)[S:31][CH:32]=3)=[CH:23][CH:22]=2)=[O:19])=[C:6]([C:8]2[CH:13]=[CH:12][C:11]([C:14]([F:17])([F:16])[F:15])=[CH:10][CH:9]=2)[CH:7]=1.FC(F)(F)C(O)=O, predict the reaction product.